Dataset: Catalyst prediction with 721,799 reactions and 888 catalyst types from USPTO. Task: Predict which catalyst facilitates the given reaction. (1) Reactant: C(OC(=O)[NH:7][C:8]1[CH:13]=[CH:12][C:11]([C:14]([F:17])([F:16])[F:15])=[CH:10][C:9]=1[NH:18][C:19](=[O:37])[CH2:20][C:21]([C:23]1[CH:28]=[CH:27][CH:26]=[C:25]([C:29]2[CH:34]=[CH:33][N:32]=[C:31]([CH3:35])[C:30]=2[CH3:36])[CH:24]=1)=O)(C)(C)C.C(O)(C(F)(F)F)=O. Product: [CH3:35][C:31]1[C:30]([CH3:36])=[C:29]([C:25]2[CH:24]=[C:23]([C:21]3[CH2:20][C:19](=[O:37])[NH:18][C:9]4[CH:10]=[C:11]([C:14]([F:16])([F:15])[F:17])[CH:12]=[CH:13][C:8]=4[N:7]=3)[CH:28]=[CH:27][CH:26]=2)[CH:34]=[CH:33][N:32]=1. The catalyst class is: 2. (2) The catalyst class is: 4. Product: [CH:39]([NH:42][S:27]([NH:30][C:31](=[O:32])[O:25][CH2:24][C:14]1[CH:15]=[CH:16][C:17]([O:19][CH2:20][CH2:21][O:22][CH3:23])=[CH:18][C:13]=1[O:12][C:3]1[C:2]([Cl:1])=[CH:7][C:6]([C:8]([F:9])([F:11])[F:10])=[CH:5][N:4]=1)(=[O:29])=[O:28])([CH3:41])[CH3:40]. Reactant: [Cl:1][C:2]1[C:3]([O:12][C:13]2[CH:18]=[C:17]([O:19][CH2:20][CH2:21][O:22][CH3:23])[CH:16]=[CH:15][C:14]=2[CH2:24][OH:25])=[N:4][CH:5]=[C:6]([C:8]([F:11])([F:10])[F:9])[CH:7]=1.Cl[S:27]([N:30]=[C:31]=[O:32])(=[O:29])=[O:28].N1C=CC=CC=1.[CH:39]([NH2:42])([CH3:41])[CH3:40].